This data is from Reaction yield outcomes from USPTO patents with 853,638 reactions. The task is: Predict the reaction yield, written as a fraction of the theoretical maximum amount of product (1.0 means a 100% yield; for example, 0.34 means a 34% yield). (1) The reactants are CO[C:3](=[O:24])[C:4]1[CH:9]=[CH:8][C:7]([O:10][CH2:11][C:12]2[C:13]([CH2:18][CH2:19][C:20]([F:23])([F:22])[F:21])=[N:14][O:15][C:16]=2[CH3:17])=[N:6][CH:5]=1.[NH2:25][CH:26]1[CH2:31][CH2:30][O:29][CH2:28][CH2:27]1. No catalyst specified. The product is [CH3:17][C:16]1[O:15][N:14]=[C:13]([CH2:18][CH2:19][C:20]([F:21])([F:22])[F:23])[C:12]=1[CH2:11][O:10][C:7]1[CH:8]=[CH:9][C:4]([C:3]([NH:25][CH:26]2[CH2:31][CH2:30][O:29][CH2:28][CH2:27]2)=[O:24])=[CH:5][N:6]=1. The yield is 0.100. (2) The reactants are [C:1]([C:3]1[CH:29]=[CH:28][C:6]([O:7][CH2:8][CH2:9][CH:10]([NH:20]C(=O)OC(C)(C)C)[CH2:11][N:12]2[CH:17]3[CH2:18][CH2:19][CH:13]2[CH2:14][NH:15][CH2:16]3)=[CH:5][CH:4]=1)#[N:2].C(N(CC)CC)C.[CH2:37]([N:41]=[C:42]=[O:43])[CH2:38][CH2:39][CH3:40]. The catalyst is CC#N. The product is [NH2:20][CH:10]([CH2:9][CH2:8][O:7][C:6]1[CH:28]=[CH:29][C:3]([C:1]#[N:2])=[CH:4][CH:5]=1)[CH2:11][N:12]1[CH:13]2[CH2:19][CH2:18][CH:17]1[CH2:16][N:15]([C:42]([NH:41][CH2:37][CH2:38][CH2:39][CH3:40])=[O:43])[CH2:14]2. The yield is 1.00. (3) The reactants are [NH2:1][C:2]1[CH:11]=[CH:10][CH:9]=[CH:8][C:3]=1[C:4]([O:6][CH3:7])=[O:5].CCN(CC)CC.[CH3:19][O:20][C:21]1[CH:22]=[C:23]2[C:28](=[CH:29][C:30]=1[O:31][CH3:32])[CH:27]=[C:26]([C:33](Cl)=[O:34])[CH2:25][CH2:24]2. The catalyst is C(Cl)Cl. The product is [CH3:32][O:31][C:30]1[CH:29]=[C:28]2[C:23](=[CH:22][C:21]=1[O:20][CH3:19])[CH2:24][CH2:25][C:26]([C:33]([NH:1][C:2]1[CH:11]=[CH:10][CH:9]=[CH:8][C:3]=1[C:4]([O:6][CH3:7])=[O:5])=[O:34])=[CH:27]2. The yield is 0.450. (4) The reactants are [NH:1]1[CH2:6][CH2:5][CH2:4][CH2:3][CH2:2]1.[C:7]1(=O)[CH2:12][CH2:11][C:10](=[O:13])[CH2:9][CH2:8]1. The catalyst is C(O)C.[C].[Pd]. The product is [OH:13][C:10]1[CH:11]=[CH:12][C:7]([N:1]2[CH2:6][CH2:5][CH2:4][CH2:3][CH2:2]2)=[CH:8][CH:9]=1. The yield is 0.434. (5) The reactants are [CH3:1][C:2]([O:5][C:6]([NH:8][CH2:9][CH2:10][S:11][C:12]1[CH:21]=[CH:20][C:15]([C:16]([O:18]C)=[O:17])=[CH:14][CH:13]=1)=[O:7])([CH3:4])[CH3:3].ClCCl.[OH-].[Na+]. The catalyst is CO. The product is [CH3:4][C:2]([O:5][C:6]([NH:8][CH2:9][CH2:10][S:11][C:12]1[CH:13]=[CH:14][C:15]([C:16]([OH:18])=[O:17])=[CH:20][CH:21]=1)=[O:7])([CH3:1])[CH3:3]. The yield is 0.950. (6) The reactants are [NH2:1][C:2]1[CH:7]=[CH:6][N:5]=[CH:4][CH:3]=1.Cl[C:9]1[N:14]=[C:13]([N:15]2[CH2:20][CH2:19][O:18][CH2:17][CH2:16]2)[N:12]=[C:11]([N:21]2[C:25]3[CH:26]=[CH:27][CH:28]=[CH:29][C:24]=3[N:23]=[C:22]2[CH:30]([F:32])[F:31])[N:10]=1.O. The catalyst is CS(C)=O. The product is [F:32][CH:30]([F:31])[C:22]1[N:21]([C:11]2[N:12]=[C:13]([N:15]3[CH2:16][CH2:17][O:18][CH2:19][CH2:20]3)[N:14]=[C:9]([NH:1][C:2]3[CH:7]=[CH:6][N:5]=[CH:4][CH:3]=3)[N:10]=2)[C:25]2[CH:26]=[CH:27][CH:28]=[CH:29][C:24]=2[N:23]=1. The yield is 0.200.